This data is from Catalyst prediction with 721,799 reactions and 888 catalyst types from USPTO. The task is: Predict which catalyst facilitates the given reaction. (1) Reactant: [CH3:1][O:2][C:3]([CH:5]1[N:9]([C:10]([O:12][C:13]([CH3:16])([CH3:15])[CH3:14])=[O:11])[CH2:8][N:7](CC2C=CC=CC=2)[CH2:6]1)=[O:4]. Product: [CH3:1][O:2][C:3]([CH:5]1[N:9]([C:10]([O:12][C:13]([CH3:16])([CH3:15])[CH3:14])=[O:11])[CH2:8][NH:7][CH2:6]1)=[O:4]. The catalyst class is: 19. (2) Reactant: [C:1]([CH2:3][NH:4][C:5]([C@@H:7]1[CH2:12][CH2:11][CH2:10][CH2:9][C@@H:8]1[NH:13]C(=O)OC(C)(C)C)=[O:6])#[N:2]. Product: [NH2:13][C@H:8]1[CH2:9][CH2:10][CH2:11][CH2:12][C@H:7]1[C:5]([NH:4][CH2:3][C:1]#[N:2])=[O:6]. The catalyst class is: 106.